Dataset: Skin sensitization/reaction prediction data. Task: Regression/Classification. Given a drug SMILES string, predict its toxicity properties. Task type varies by dataset: regression for continuous values (e.g., LD50, hERG inhibition percentage) or binary classification for toxic/non-toxic outcomes (e.g., AMES mutagenicity, cardiotoxicity, hepatotoxicity). Dataset: skin_reaction. (1) The compound is CCN(CC)CCN(Cc1ccc(-c2ccc(C(F)(F)F)cc2)cc1)C(=O)Cn1c(SCc2ccc(F)cc2)nc(=O)c2c1CCC2. The result is 1 (causes skin reaction). (2) The molecule is ClCc1ccc2ccc3cccc4ccc1c2c34. The result is 1 (causes skin reaction). (3) The molecule is O=C(O)c1ccccc1O. The result is 0 (no skin reaction).